This data is from Forward reaction prediction with 1.9M reactions from USPTO patents (1976-2016). The task is: Predict the product of the given reaction. (1) The product is: [Cl:23][CH2:22][CH2:21][O:10][C:7]1[CH:8]=[CH:9][C:4]([CH:1]2[CH2:3][CH2:2]2)=[CH:5][CH:6]=1. Given the reactants [CH:1]1([C:4]2[CH:9]=[CH:8][C:7]([OH:10])=[CH:6][CH:5]=2)[CH2:3][CH2:2]1.C1(C)C=CC(S(O[CH2:21][CH2:22][Cl:23])(=O)=O)=CC=1.C(=O)([O-])[O-].[K+].[K+], predict the reaction product. (2) Given the reactants [Cl-].O[NH3+:3].[C:4](=[O:7])([O-])[OH:5].[Na+].CS(C)=O.[CH:13]([O:16][C:17]1[CH:18]=[C:19]([N:23]2[C:28](=[O:29])[C:27]([CH2:30][C:31]3[CH:36]=[CH:35][C:34]([C:37]4[C:38]([C:43]#[N:44])=[CH:39][CH:40]=[CH:41][CH:42]=4)=[CH:33][CH:32]=3)=[C:26]([CH2:45][CH2:46][CH3:47])[N:25]=[C:24]2[CH3:48])[CH:20]=[CH:21][CH:22]=1)([CH3:15])[CH3:14], predict the reaction product. The product is: [CH:13]([O:16][C:17]1[CH:18]=[C:19]([N:23]2[C:28](=[O:29])[C:27]([CH2:30][C:31]3[CH:36]=[CH:35][C:34]([C:37]4[CH:42]=[CH:41][CH:40]=[CH:39][C:38]=4[C:43]4[NH:3][C:4](=[O:7])[O:5][N:44]=4)=[CH:33][CH:32]=3)=[C:26]([CH2:45][CH2:46][CH3:47])[N:25]=[C:24]2[CH3:48])[CH:20]=[CH:21][CH:22]=1)([CH3:15])[CH3:14].